From a dataset of Full USPTO retrosynthesis dataset with 1.9M reactions from patents (1976-2016). Predict the reactants needed to synthesize the given product. Given the product [Br:1][C:2]1[CH:3]=[N:4][C:5]2[N:6]([N:8]=[C:9]([C:11]([N:16]3[CH2:17][CH:18]=[C:19]([C:21]4[CH:26]=[N:25][CH:24]=[N:23][CH:22]=4)[CH2:20][CH:15]3[CH3:14])=[O:13])[CH:10]=2)[CH:7]=1, predict the reactants needed to synthesize it. The reactants are: [Br:1][C:2]1[CH:3]=[N:4][C:5]2[N:6]([N:8]=[C:9]([C:11]([OH:13])=O)[CH:10]=2)[CH:7]=1.[CH3:14][CH:15]1[CH2:20][C:19]([C:21]2[CH:22]=[N:23][CH:24]=[N:25][CH:26]=2)=[CH:18][CH2:17][NH:16]1.